Dataset: Reaction yield outcomes from USPTO patents with 853,638 reactions. Task: Predict the reaction yield, written as a fraction of the theoretical maximum amount of product (1.0 means a 100% yield; for example, 0.34 means a 34% yield). (1) The reactants are CCN=C=NCCCN(C)C.Cl.C1C=CC2N(O)N=NC=2C=1.O.[CH3:24][O:25][C:26]([C:28]1[CH:29]=[C:30]([CH:34]=[C:35]([C:37]2[O:38][CH:39]=[CH:40][N:41]=2)[CH:36]=1)[C:31]([OH:33])=O)=[O:27].CCN(C(C)C)C(C)C.[CH3:51][C:52]1[N:53]=[C:54]([C@H:57]2[CH2:61][CH2:60][CH2:59][NH:58]2)[S:55][CH:56]=1. The catalyst is C(Cl)Cl. The product is [CH3:51][C:52]1[N:53]=[C:54]([C@H:57]2[CH2:61][CH2:60][CH2:59][N:58]2[C:31]([C:30]2[CH:29]=[C:28]([CH:36]=[C:35]([C:37]3[O:38][CH:39]=[CH:40][N:41]=3)[CH:34]=2)[C:26]([O:25][CH3:24])=[O:27])=[O:33])[S:55][CH:56]=1. The yield is 0.650. (2) The reactants are [O:1]=[C:2]1[C:10]2[C:9]([C:11]([OH:13])=[O:12])=[CH:8][CH:7]=[CH:6][C:5]=2[CH2:4][N:3]1[CH:14]1[CH2:19][CH2:18][NH:17][CH2:16][CH2:15]1.N1C=CC=CC=1.[C:26](O[C:26]([O:28][C:29]([CH3:32])([CH3:31])[CH3:30])=[O:27])([O:28][C:29]([CH3:32])([CH3:31])[CH3:30])=[O:27]. The catalyst is CO.C(OCC)C. The product is [C:29]([O:28][C:26]([N:17]1[CH2:16][CH2:15][CH:14]([N:3]2[C:2](=[O:1])[C:10]3[C:9]([C:11]([OH:13])=[O:12])=[CH:8][CH:7]=[CH:6][C:5]=3[CH2:4]2)[CH2:19][CH2:18]1)=[O:27])([CH3:32])([CH3:31])[CH3:30]. The yield is 0.780. (3) The reactants are [OH:1][C@@:2]1([C:9]#[C:10][C:11]2[CH:12]=[C:13]([N:17]3[C:25]4[CH:24]=[CH:23][N:22]=[CH:21][C:20]=4[C:19]([C:26]([O:28]C)=O)=[N:18]3)[CH:14]=[CH:15][CH:16]=2)[CH2:6][CH2:5][N:4]([CH3:7])[C:3]1=[O:8].[NH3:30]. No catalyst specified. The product is [OH:1][C@@:2]1([C:9]#[C:10][C:11]2[CH:12]=[C:13]([N:17]3[C:25]4[CH:24]=[CH:23][N:22]=[CH:21][C:20]=4[C:19]([C:26]([NH2:30])=[O:28])=[N:18]3)[CH:14]=[CH:15][CH:16]=2)[CH2:6][CH2:5][N:4]([CH3:7])[C:3]1=[O:8]. The yield is 0.330. (4) The reactants are [Cl:1][C:2]1[CH:3]=[C:4]([CH2:9][C:10]([OH:12])=[O:11])[CH:5]=[C:6]([CH3:8])[CH:7]=1.OS(O)(=O)=O.[CH3:18][CH2:19]O. No catalyst specified. The product is [Cl:1][C:2]1[CH:3]=[C:4]([CH2:9][C:10]([O:12][CH2:18][CH3:19])=[O:11])[CH:5]=[C:6]([CH3:8])[CH:7]=1. The yield is 0.850. (5) The reactants are [CH3:1][O:2][C:3]([C:5]1[N:6]([C:16]2[CH:21]=[CH:20][C:19]([CH2:22][NH:23]C(OC(C)(C)C)=O)=[CH:18][CH:17]=2)[C:7]2[C:12]([C:13]=1[Cl:14])=[C:11]([F:15])[CH:10]=[CH:9][CH:8]=2)=[O:4].ClCCl.FC(F)(F)C(O)=O. No catalyst specified. The product is [CH3:1][O:2][C:3]([C:5]1[N:6]([C:16]2[CH:17]=[CH:18][C:19]([CH2:22][NH2:23])=[CH:20][CH:21]=2)[C:7]2[C:12]([C:13]=1[Cl:14])=[C:11]([F:15])[CH:10]=[CH:9][CH:8]=2)=[O:4]. The yield is 1.00. (6) The reactants are [CH3:1][C:2]1[CH:7]=[C:6]([CH3:8])[N:5]=[C:4]([N:9]2[CH2:14][CH2:13][N:12]([C:15]3[CH:16]=[CH:17][C:18]([N+:22]([O-:24])=[O:23])=[C:19]([CH:21]=3)N)[CH2:11][CH2:10]2)[CH:3]=1.N([O-])=O.[Na+].C(=O)([O-])[O-].[Na+].[Na+].[ClH:35]. The catalyst is O.[Cu]Cl. The product is [Cl:35][C:19]1[CH:21]=[C:15]([N:12]2[CH2:13][CH2:14][N:9]([C:4]3[CH:3]=[C:2]([CH3:1])[CH:7]=[C:6]([CH3:8])[N:5]=3)[CH2:10][CH2:11]2)[CH:16]=[CH:17][C:18]=1[N+:22]([O-:24])=[O:23].[Cl:35][C:19]1[CH:21]=[C:15]([N:12]2[CH2:13][CH2:14][N:9]([C:4]3[CH:3]=[C:2]([CH3:1])[CH:7]=[C:6]([CH3:8])[N:5]=3)[CH2:10][CH2:11]2)[CH:16]=[CH:17][C:18]=1[N+:22]([O-:24])=[O:23]. The yield is 0.540. (7) The reactants are Cl[C:2]1[C:7]([Cl:8])=[CH:6][CH:5]=[CH:4][N:3]=1.C1(P(C2C=CC=CC=2)C2C=CC3C(=CC=CC=3)C=2C2C3C(=CC=CC=3)C=CC=2P(C2C=CC=CC=2)C2C=CC=CC=2)C=CC=CC=1.C(=O)([O-])[O-].[K+].[K+].[CH3:61][O:62][C:63]1[C:64]([NH2:69])=[CH:65][CH:66]=[CH:67][CH:68]=1. The catalyst is C([O-])(=O)C.[Pd+2].C([O-])(=O)C.C1(C)C=CC=CC=1. The product is [Cl:8][C:7]1[C:2]([NH:69][C:64]2[CH:65]=[CH:66][CH:67]=[CH:68][C:63]=2[O:62][CH3:61])=[N:3][CH:4]=[CH:5][CH:6]=1. The yield is 0.810. (8) The reactants are [F:1][C:2]1[C:3]([NH:22][C:23]2[CH:28]=[CH:27][C:26]([I:29])=[CH:25][C:24]=2[F:30])=[C:4]([C:9]([N:11]2[CH2:14][C:13]([OH:21])([C:15]([NH:17]CC=C)=[O:16])[CH2:12]2)=[O:10])[CH:5]=[CH:6][C:7]=1[F:8].C[N+]1([O-])CC[O:35]CC1.[CH3:39][C:40]([CH3:42])=[O:41].O. The catalyst is [Os](=O)(=O)(=O)=O. The product is [F:1][C:2]1[C:3]([NH:22][C:23]2[CH:28]=[CH:27][C:26]([I:29])=[CH:25][C:24]=2[F:30])=[C:4]([C:9]([N:11]2[CH2:14][C:13]([OH:21])([C:15]([NH:17][CH2:39][CH:40]([OH:41])[CH2:42][OH:35])=[O:16])[CH2:12]2)=[O:10])[CH:5]=[CH:6][C:7]=1[F:8]. The yield is 0.720. (9) The reactants are [CH3:1][CH:2]([CH2:6][CH2:7][CH2:8][CH:9]([CH3:11])[CH3:10])[CH2:3][CH2:4][OH:5].[C:12](OCC)(=[O:16])[CH:13]([CH3:15])[OH:14]. No catalyst specified. The product is [C:12]([O:5][CH2:4][CH2:3][CH:2]([CH3:1])[CH2:6][CH2:7][CH2:8][CH:9]([CH3:11])[CH3:10])(=[O:16])[CH:13]([CH3:15])[OH:14]. The yield is 0.620.